This data is from Forward reaction prediction with 1.9M reactions from USPTO patents (1976-2016). The task is: Predict the product of the given reaction. (1) Given the reactants C(O)(=O)C.[C:5]([O:9][C:10]([N:12]1[CH2:18][CH2:17][C:16](=O)[CH:15]([CH2:20][C:21]([OH:23])=O)[CH2:14][CH2:13]1)=[O:11])([CH3:8])([CH3:7])[CH3:6].O.[NH2:25][NH2:26], predict the reaction product. The product is: [C:5]([O:9][C:10]([N:12]1[CH2:18][CH2:17][C:16]2=[N:25][NH:26][C:21](=[O:23])[CH2:20][CH:15]2[CH2:14][CH2:13]1)=[O:11])([CH3:8])([CH3:7])[CH3:6]. (2) Given the reactants C([Li])CCC.[CH:6]1[CH:7]=[CH:8][C:9]2[S:14][CH:13]=[CH:12][C:10]=2[CH:11]=1.[CH3:15][C:16]1[CH:17]=[C:18]([CH:22]=[O:23])[O:19][C:20]=1[CH3:21], predict the reaction product. The product is: [S:14]1[C:13]([CH:22]([C:18]2[O:19][C:20]([CH3:21])=[C:16]([CH3:15])[CH:17]=2)[OH:23])=[CH:12][C:10]2[CH:11]=[CH:6][CH:7]=[CH:8][C:9]1=2. (3) Given the reactants [NH2:1][C:2]1[CH:31]=[CH:30][C:5]([CH2:6][C:7]2[NH:15][C:14]3[C:13](=[O:16])[N:12]([CH2:17][C:18]4[CH:23]=[CH:22][CH:21]=[CH:20][C:19]=4[F:24])[C:11](=[O:25])[N:10]([CH2:26][CH2:27][CH2:28][CH3:29])[C:9]=3[N:8]=2)=[CH:4][CH:3]=1.[Cl:32][C:33]1[CH:34]=[C:35]([S:40](Cl)(=[O:42])=[O:41])[CH:36]=[CH:37][C:38]=1[F:39], predict the reaction product. The product is: [CH2:26]([N:10]1[C:9]2[N:8]=[C:7]([CH2:6][C:5]3[CH:4]=[CH:3][C:2]([NH:1][S:40]([C:35]4[CH:36]=[CH:37][C:38]([F:39])=[C:33]([Cl:32])[CH:34]=4)(=[O:42])=[O:41])=[CH:31][CH:30]=3)[NH:15][C:14]=2[C:13](=[O:16])[N:12]([CH2:17][C:18]2[CH:23]=[CH:22][CH:21]=[CH:20][C:19]=2[F:24])[C:11]1=[O:25])[CH2:27][CH2:28][CH3:29].